This data is from Full USPTO retrosynthesis dataset with 1.9M reactions from patents (1976-2016). The task is: Predict the reactants needed to synthesize the given product. (1) The reactants are: [C:1]1([S:11]([C:14]2[C:22]3[C:17](=[CH:18][CH:19]=[C:20]([CH:23]=O)[CH:21]=3)[NH:16][N:15]=2)(=[O:13])=[O:12])[C:10]2[C:5](=[CH:6][CH:7]=[CH:8][CH:9]=2)[CH:4]=[CH:3][CH:2]=1.[CH2:25]([NH2:28])[CH2:26][NH2:27].[BH4-].[Na+].Cl. Given the product [C:1]1([S:11]([C:14]2[C:22]3[C:17](=[CH:18][CH:19]=[C:20]([CH2:23][NH:27][CH2:26][CH2:25][NH2:28])[CH:21]=3)[NH:16][N:15]=2)(=[O:13])=[O:12])[C:10]2[C:5](=[CH:6][CH:7]=[CH:8][CH:9]=2)[CH:4]=[CH:3][CH:2]=1, predict the reactants needed to synthesize it. (2) Given the product [ClH:1].[ClH:40].[ClH:1].[Cl:1][C:2]1[CH:3]=[N:4][C:5]2[NH:6][C:7]3[CH:8]=[N:9][CH:10]=[C:11]([CH:37]=3)[CH2:12][CH2:13][C:14]3[CH:22]=[C:18]([NH:19][C:20]=1[N:21]=2)[CH:17]=[CH:16][C:15]=3[O:23][CH2:24][CH:25]1[CH2:29][CH2:28][NH:27][CH2:26]1, predict the reactants needed to synthesize it. The reactants are: [Cl:1][C:2]1[CH:3]=[N:4][C:5]2[NH:6][C:7]3[CH:8]=[N:9][CH:10]=[C:11]([CH:37]=3)[CH2:12][CH2:13][C:14]3[CH:22]=[C:18]([NH:19][C:20]=1[N:21]=2)[CH:17]=[CH:16][C:15]=3[O:23][CH2:24][CH:25]1[CH2:29][CH2:28][N:27](C(OC(C)(C)C)=O)[CH2:26]1.CO.[ClH:40]. (3) Given the product [N+:22]([C:18]1[CH:17]=[C:16]([C:14]2[C:3]3[CH:4]=[C:5]([C:8]4[CH:13]=[CH:12][N:11]=[CH:10][CH:9]=4)[CH:6]=[CH:7][C:2]=3[NH:28][CH2:25][CH2:26][N:27]=2)[CH:21]=[CH:20][CH:19]=1)([O-:24])=[O:23], predict the reactants needed to synthesize it. The reactants are: F[C:2]1[CH:7]=[CH:6][C:5]([C:8]2[CH:13]=[CH:12][N:11]=[CH:10][CH:9]=2)=[CH:4][C:3]=1[C:14]([C:16]1[CH:21]=[CH:20][CH:19]=[C:18]([N+:22]([O-:24])=[O:23])[CH:17]=1)=O.[CH2:25]([NH2:28])[CH2:26][NH2:27]. (4) Given the product [Cl:1][C:2]1[CH:3]=[CH:4][C:5]2[N:6]([CH:8]=[C:9]([NH:11][C:12](=[O:13])[CH3:14])[N:10]=2)[N:7]=1, predict the reactants needed to synthesize it. The reactants are: [Cl:1][C:2]1[CH:3]=[CH:4][C:5]2[N:6]([CH:8]=[C:9]([NH2:11])[N:10]=2)[N:7]=1.[C:12](Cl)([CH3:14])=[O:13]. (5) Given the product [CH3:1][C:2]1[CH:7]=[C:6]([CH3:8])[N:5]=[C:4]([N:9]2[CH2:16][CH:15]3[CH:11]([CH2:12][N:13]([C:21]([C:20]4[CH:24]=[CH:25][CH:26]=[C:18]([F:17])[C:19]=4[C:27]4[N:28]=[CH:29][CH:30]=[CH:31][N:32]=4)=[O:22])[CH2:14]3)[CH2:10]2)[N:3]=1, predict the reactants needed to synthesize it. The reactants are: [CH3:1][C:2]1[CH:7]=[C:6]([CH3:8])[N:5]=[C:4]([N:9]2[CH2:16][CH:15]3[CH:11]([CH2:12][NH:13][CH2:14]3)[CH2:10]2)[N:3]=1.[F:17][C:18]1[C:19]([C:27]2[N:32]=[CH:31][CH:30]=[CH:29][N:28]=2)=[C:20]([CH:24]=[CH:25][CH:26]=1)[C:21](O)=[O:22].CN(C(ON1N=NC2C=CC=NC1=2)=[N+](C)C)C.F[P-](F)(F)(F)(F)F. (6) The reactants are: [CH3:1][C:2]1[CH:7]=[CH:6][CH:5]=[C:4]([CH3:8])[C:3]=1[C:9]1[C:17]2[O:16][CH:15]([CH2:18][NH2:19])[CH2:14][C:13]=2[CH:12]=[CH:11][CH:10]=1.C(N(C(C)C)CC)(C)C.Cl[C:30]([O:32][CH2:33][C:34]1[CH:39]=[CH:38][CH:37]=[CH:36][CH:35]=1)=[O:31].C1(C2C3OC(CNC(=O)OCC4C=CC=CC=4)CC=3C=CC=2)CCCC1. Given the product [CH2:33]([O:32][C:30](=[O:31])[NH:19][CH2:18][CH:15]1[CH2:14][C:13]2[CH:12]=[CH:11][CH:10]=[C:9]([C:3]3[C:4]([CH3:8])=[CH:5][CH:6]=[CH:7][C:2]=3[CH3:1])[C:17]=2[O:16]1)[C:34]1[CH:39]=[CH:38][CH:37]=[CH:36][CH:35]=1, predict the reactants needed to synthesize it. (7) The reactants are: [NH2:1][C:2]1[CH:7]=[CH:6][C:5]([N:8]2[C@@H:12]3[CH2:13][CH2:14][CH2:15][CH2:16][C@H:11]3[N:10]([C:17]3[CH:24]=[CH:23][C:20]([C:21]#[N:22])=[C:19]([C:25]([F:28])([F:27])[F:26])[CH:18]=3)[C:9]2=[O:29])=[CH:4][C:3]=1[F:30].N1C=CC=CC=1.[CH3:37][S:38](Cl)(=[O:40])=[O:39]. Given the product [C:21]([C:20]1[CH:23]=[CH:24][C:17]([N:10]2[C@@H:11]3[CH2:16][CH2:15][CH2:14][CH2:13][C@H:12]3[N:8]([C:5]3[CH:6]=[CH:7][C:2]([NH:1][S:38]([CH3:37])(=[O:40])=[O:39])=[C:3]([F:30])[CH:4]=3)[C:9]2=[O:29])=[CH:18][C:19]=1[C:25]([F:27])([F:28])[F:26])#[N:22], predict the reactants needed to synthesize it. (8) Given the product [CH:5]1[CH:4]=[CH:3][C:2]([CH2:1][C@H:8]([C:9]([OH:11])=[O:10])[CH2:12][C:13]([N:15]2[CH2:16][C@H:17]3[C@H:22]([CH2:21][CH2:20][CH2:19][CH2:18]3)[CH2:23]2)=[O:14])=[CH:7][CH:6]=1, predict the reactants needed to synthesize it. The reactants are: [CH:1](=[C:8]([CH2:12][C:13]([N:15]1[CH2:23][C@H:22]2[C@H:17]([CH2:18][CH2:19][CH2:20][CH2:21]2)[CH2:16]1)=[O:14])[C:9]([OH:11])=[O:10])[C:2]1[CH:7]=[CH:6][CH:5]=[CH:4][CH:3]=1.